From a dataset of Forward reaction prediction with 1.9M reactions from USPTO patents (1976-2016). Predict the product of the given reaction. (1) Given the reactants [Cl:1][C:2]1[CH:3]=[C:4]([CH:8]2[C:13]([C:14]([OH:16])=O)=[C:12]([CH3:17])[NH:11][C:10](=[O:18])[NH:9]2)[CH:5]=[CH:6][CH:7]=1.[NH2:19][CH2:20][CH2:21][CH2:22][N:23]1[CH2:28][CH2:27][N:26]([CH3:29])[CH2:25][CH2:24]1.CCN=C=NCCCN(C)C.Cl, predict the reaction product. The product is: [CH3:29][N:26]1[CH2:27][CH2:28][N:23]([CH2:22][CH2:21][CH2:20][NH:19][C:14]([C:13]2[CH:8]([C:4]3[CH:5]=[CH:6][CH:7]=[C:2]([Cl:1])[CH:3]=3)[NH:9][C:10](=[O:18])[NH:11][C:12]=2[CH3:17])=[O:16])[CH2:24][CH2:25]1. (2) Given the reactants [OH-].[Na+:2].O.CO.[CH3:6][N:7]1[C:11]([C:12]([O:14]C)=[O:13])=[C:10]([C:16]2[S:17][CH:18]=[C:19]([C:21]([F:24])([F:23])[F:22])[N:20]=2)[CH:9]=[N:8]1, predict the reaction product. The product is: [CH3:6][N:7]1[C:11]([C:12]([O-:14])=[O:13])=[C:10]([C:16]2[S:17][CH:18]=[C:19]([C:21]([F:23])([F:22])[F:24])[N:20]=2)[CH:9]=[N:8]1.[Na+:2]. (3) The product is: [CH3:8][O:9][C:10]1[CH:17]=[C:16]([O:18][CH3:19])[CH:15]=[CH:14][C:11]=1[CH2:12][NH:1][C:2]1[CH:7]=[CH:6][N:5]=[CH:4][N:3]=1. Given the reactants [NH2:1][C:2]1[CH:7]=[CH:6][N:5]=[CH:4][N:3]=1.[CH3:8][O:9][C:10]1[CH:17]=[C:16]([O:18][CH3:19])[CH:15]=[CH:14][C:11]=1[CH:12]=O.N1CCCCC1.[BH4-].[Na+], predict the reaction product. (4) Given the reactants [Br:1][C:2]1[CH:10]=[CH:9][C:5]([C:6]([OH:8])=[O:7])=[C:4]([CH3:11])[CH:3]=1.S(Cl)(Cl)=O.[C:16](OCC)(=O)C, predict the reaction product. The product is: [Br:1][C:2]1[CH:10]=[CH:9][C:5]([C:6]([O:8][CH3:16])=[O:7])=[C:4]([CH3:11])[CH:3]=1. (5) Given the reactants Cl.C(OC([NH:9][C:10]1([C:23](=[O:36])[NH:24][C@H:25]([C:29]2[CH:34]=[CH:33][C:32]([Cl:35])=[CH:31][CH:30]=2)[CH2:26][CH2:27][OH:28])[CH2:15][CH2:14][N:13](C(OC(C)(C)C)=O)[CH2:12][CH2:11]1)=O)(C)(C)C, predict the reaction product. The product is: [NH2:9][C:10]1([C:23]([NH:24][C@H:25]([C:29]2[CH:34]=[CH:33][C:32]([Cl:35])=[CH:31][CH:30]=2)[CH2:26][CH2:27][OH:28])=[O:36])[CH2:15][CH2:14][NH:13][CH2:12][CH2:11]1. (6) Given the reactants [OH:1][C@@H:2]1[CH2:6][CH2:5][N:4]([C:7]([O:9][C:10]([CH3:13])([CH3:12])[CH3:11])=[O:8])[CH2:3]1.O[C:15]1[CH:30]=[CH:29][C:18]([C:19]([O:21][CH2:22][C:23]2[CH:28]=[CH:27][CH:26]=[CH:25][CH:24]=2)=[O:20])=[CH:17][CH:16]=1.N(/C(OC(C)C)=O)=N\C(OC(C)C)=O, predict the reaction product. The product is: [CH2:22]([O:21][C:19]([C:18]1[CH:29]=[CH:30][C:15]([O:1][C@H:2]2[CH2:6][CH2:5][N:4]([C:7]([O:9][C:10]([CH3:13])([CH3:12])[CH3:11])=[O:8])[CH2:3]2)=[CH:16][CH:17]=1)=[O:20])[C:23]1[CH:24]=[CH:25][CH:26]=[CH:27][CH:28]=1. (7) Given the reactants Cl[C:2]1[N:7]=[C:6]2[N:8]([CH3:11])[N:9]=[CH:10][C:5]2=[C:4]([CH:12]([F:14])[F:13])[CH:3]=1.COCCOC.O.[NH2:22][C:23]1[CH:30]=[CH:29][C:28](B2OC(C)(C)C(C)(C)O2)=[CH:27][C:24]=1[C:25]#[N:26].O.O.P([O-])([O-])([O-])=O.[K+].[K+].[K+], predict the reaction product. The product is: [NH2:22][C:23]1[CH:30]=[CH:29][C:28]([C:2]2[N:7]=[C:6]3[N:8]([CH3:11])[N:9]=[CH:10][C:5]3=[C:4]([CH:12]([F:14])[F:13])[CH:3]=2)=[CH:27][C:24]=1[C:25]#[N:26]. (8) Given the reactants [CH:1]1[C:6]([N:7]=[C:8]=[S:9])=[CH:5][C:4]2[C:10]([O:12][C:13]3([C:23]4[CH:24]=[CH:25][C:26]([OH:28])=[CH:27][C:22]=4[O:21][C:15]4[CH:16]=[C:17]([OH:20])[CH:18]=[CH:19][C:14]3=4)[C:3]=2[CH:2]=1)=[O:11].B([O-])([O-])[O-], predict the reaction product. The product is: [CH:1]1[C:6]([N:7]=[C:8]=[S:9])=[CH:5][C:4]2[C:10]([O:12][C:13]3([C:14]4[CH:19]=[CH:18][C:17]([OH:20])=[CH:16][C:15]=4[O:21][C:22]4[CH:27]=[C:26]([OH:28])[CH:25]=[CH:24][C:23]3=4)[C:3]=2[CH:2]=1)=[O:11].[CH:1]1[C:6]([N:7]=[C:8]=[S:9])=[CH:5][C:4]2[C:10]([O:12][C:13]3([C:14]4[CH:19]=[CH:18][C:17]([OH:20])=[CH:16][C:15]=4[O:21][C:22]4[CH:27]=[C:26]([OH:28])[CH:25]=[CH:24][C:23]3=4)[C:3]=2[CH:2]=1)=[O:11]. (9) Given the reactants Br[C:2]1[CH:11]=[C:10]2[C:5]([CH:6]=[C:7]([NH:12][C:13]([CH:15]3[CH2:17][CH2:16]3)=[O:14])[N:8]=[CH:9]2)=[CH:4][CH:3]=1.[CH3:18][CH:19]([SH:21])[CH3:20].CC(C)([O-])C.[Na+], predict the reaction product. The product is: [CH:19]([S:21][C:2]1[CH:11]=[C:10]2[C:5]([CH:6]=[C:7]([NH:12][C:13]([CH:15]3[CH2:17][CH2:16]3)=[O:14])[N:8]=[CH:9]2)=[CH:4][CH:3]=1)([CH3:20])[CH3:18].